Task: Predict which catalyst facilitates the given reaction.. Dataset: Catalyst prediction with 721,799 reactions and 888 catalyst types from USPTO (1) Reactant: C[Si](C)(C)[N-][Si](C)(C)C.[Li+].Cl[CH2:12][CH2:13][C:14]([C:20]1[CH:25]=[CH:24][CH:23]=[CH:22][CH:21]=1)([OH:19])[CH2:15][C:16]([CH3:18])=[CH2:17].[Br:26][C:27]1[CH:32]=[CH:31][C:30]([C@@H:33]([N:35]=[C:36]=[O:37])[CH3:34])=[C:29]([CH3:38])[CH:28]=1.C(O)(=O)C. Product: [Br:26][C:27]1[CH:32]=[CH:31][C:30]([C@@H:33]([N:35]2[CH2:12][CH2:13][C@:14]([CH2:15][C:16]([CH3:18])=[CH2:17])([C:20]3[CH:25]=[CH:24][CH:23]=[CH:22][CH:21]=3)[O:19][C:36]2=[O:37])[CH3:34])=[C:29]([CH3:38])[CH:28]=1. The catalyst class is: 30. (2) Reactant: C([BH-](CC)CC)C.[Li+].[N:9]1([CH2:14][C:15]2[CH:20]=[CH:19][C:18]([C:21]3[CH:26]=[CH:25][CH:24]=[CH:23][C:22]=3[C:27]3[CH:28]=[N:29][CH:30]=[CH:31][CH:32]=3)=[CH:17][CH:16]=2)[CH:13]=[CH:12][CH:11]=[N:10]1. Product: [N:9]1([CH2:14][C:15]2[CH:16]=[CH:17][C:18]([C:21]3[CH:26]=[CH:25][CH:24]=[CH:23][C:22]=3[CH:27]3[CH2:32][CH2:31][CH2:30][NH:29][CH2:28]3)=[CH:19][CH:20]=2)[CH:13]=[CH:12][CH:11]=[N:10]1. The catalyst class is: 5. (3) Reactant: [N+:1]([C:4]1[CH:5]=[C:6]2[C:10](=[CH:11][CH:12]=1)[NH:9][CH:8]=[CH:7]2)([O-:3])=[O:2].[H-].[Na+].[C:15]1([S:21](Cl)(=[O:23])=[O:22])[CH:20]=[CH:19][CH:18]=[CH:17][CH:16]=1.O. Product: [C:15]1([S:21]([N:9]2[C:10]3[C:6](=[CH:5][C:4]([N+:1]([O-:3])=[O:2])=[CH:12][CH:11]=3)[CH:7]=[CH:8]2)(=[O:23])=[O:22])[CH:20]=[CH:19][CH:18]=[CH:17][CH:16]=1. The catalyst class is: 9. (4) Reactant: [S:1]([N:11]1[C:15]2=[N:16][CH:17]=[C:18]([C:20]([O:22]C)=[O:21])[N:19]=[C:14]2[CH:13]=[CH:12]1)([C:4]1[CH:10]=[CH:9][C:7]([CH3:8])=[CH:6][CH:5]=1)(=[O:3])=[O:2].[ClH:24]. Product: [ClH:24].[S:1]([N:11]1[C:15]2=[N:16][CH:17]=[C:18]([C:20]([OH:22])=[O:21])[N:19]=[C:14]2[CH:13]=[CH:12]1)([C:4]1[CH:5]=[CH:6][C:7]([CH3:8])=[CH:9][CH:10]=1)(=[O:3])=[O:2]. The catalyst class is: 12. (5) Reactant: [CH3:1][CH:2]([CH2:14][CH2:15][CH2:16][CH:17]([CH3:19])[CH3:18])[CH2:3][CH2:4][O:5][C:6]1[CH:11]=[C:10]([CH3:12])[CH:9]=[CH:8][C:7]=1[CH3:13].II.[Br:22]Br.[OH-].[Na+]. Product: [CH3:1][CH:2]([CH2:14][CH2:15][CH2:16][CH:17]([CH3:19])[CH3:18])[CH2:3][CH2:4][O:5][C:6]1[CH:11]=[C:10]([CH3:12])[C:9]([Br:22])=[CH:8][C:7]=1[CH3:13]. The catalyst class is: 22. (6) Reactant: [CH:1]1[C:13]([NH2:14])=[CH:12][C:11]2[CH2:15][CH2:16][CH2:17][N:9]3[C:10]=2[C:2]=1[C:3]1[CH2:4][CH2:5][CH2:6][CH2:7][C:8]=13.[C:18](Cl)(=[O:24])[CH2:19][CH2:20][CH2:21][CH2:22][CH3:23]. Product: [CH:1]1[C:13]([NH:14][C:18](=[O:24])[CH2:19][CH2:20][CH2:21][CH2:22][CH3:23])=[CH:12][C:11]2[CH2:15][CH2:16][CH2:17][N:9]3[C:10]=2[C:2]=1[C:3]1[CH2:4][CH2:5][CH2:6][CH2:7][C:8]=13. The catalyst class is: 4. (7) Product: [CH2:1]([C:4]1[C:8](/[CH:9]=[CH:29]/[C:30]([O:32][CH2:33][CH3:34])=[O:31])=[CH:7][N:6]([C:11]2[CH:16]=[CH:15][C:14]([C:17]([F:20])([F:19])[F:18])=[CH:13][N:12]=2)[N:5]=1)[CH2:2][CH3:3]. Reactant: [CH2:1]([C:4]1[C:8]([CH:9]=O)=[CH:7][N:6]([C:11]2[CH:16]=[CH:15][C:14]([C:17]([F:20])([F:19])[F:18])=[CH:13][N:12]=2)[N:5]=1)[CH2:2][CH3:3].C(OP([CH2:29][C:30]([O:32][CH2:33][CH3:34])=[O:31])(OCC)=O)C.CN(C)C=O.[H-].[Na+]. The catalyst class is: 6.